From a dataset of Forward reaction prediction with 1.9M reactions from USPTO patents (1976-2016). Predict the product of the given reaction. (1) Given the reactants [CH:1]1([C:5]2[N:6]([CH2:25][C:26]3[CH:31]=[CH:30][C:29]([O:32][CH3:33])=[CH:28][CH:27]=3)[N:7]=[C:8]3[C:13]=2[C:12]([O:14]C)=[CH:11][CH:10]=[N+:9]3[CH2:16][C:17]2[CH:22]=[CH:21][C:20]([O:23][CH3:24])=[CH:19][CH:18]=2)[CH2:4][CH2:3][CH2:2]1.Br[Mg][CH2:36][C:37]1[CH:46]=[CH:45][C:44]2[C:39](=[CH:40][CH:41]=[CH:42][CH:43]=2)[CH:38]=1, predict the reaction product. The product is: [CH:1]1([C:5]2[N:6]([CH2:25][C:26]3[CH:31]=[CH:30][C:29]([O:32][CH3:33])=[CH:28][CH:27]=3)[N:7]=[C:8]3[C:13]=2[C:12](=[O:14])[CH2:11][CH:10]([CH2:36][C:37]2[CH:46]=[CH:45][C:44]4[C:39](=[CH:40][CH:41]=[CH:42][CH:43]=4)[CH:38]=2)[N:9]3[CH2:16][C:17]2[CH:22]=[CH:21][C:20]([O:23][CH3:24])=[CH:19][CH:18]=2)[CH2:4][CH2:3][CH2:2]1. (2) Given the reactants [Si]([O:8][C@H:9]1[C:13]2([CH2:15][CH2:14]2)[C:12](=[O:16])[N:11]([C:17]2[CH:24]=[CH:23][C:20]([C:21]#[N:22])=[C:19]([Cl:25])[CH:18]=2)[C@H:10]1[CH3:26])(C(C)(C)C)(C)C.C1COCC1.Cl.C(=O)([O-])O.[Na+], predict the reaction product. The product is: [Cl:25][C:19]1[CH:18]=[C:17]([N:11]2[C@@H:10]([CH3:26])[C@@H:9]([OH:8])[C:13]3([CH2:15][CH2:14]3)[C:12]2=[O:16])[CH:24]=[CH:23][C:20]=1[C:21]#[N:22]. (3) Given the reactants [CH:1]([O:4][C:5]1[C:13]([CH3:14])=[CH:12][C:8]([C:9]([OH:11])=O)=[CH:7][C:6]=1[CH3:15])([CH3:3])[CH3:2].[CH2:16]([O:19][C:20]1[C:29]([CH3:30])=[CH:28][C:23]([C:24]([NH:26]O)=[NH:25])=[CH:22][C:21]=1[CH3:31])[CH:17]=[CH2:18].CCN(C(C)C)C(C)C.CN(C(ON1N=NC2C=CC=CC1=2)=[N+](C)C)C.[B-](F)(F)(F)F, predict the reaction product. The product is: [CH2:16]([O:19][C:20]1[C:29]([CH3:30])=[CH:28][C:23]([C:24]2[N:26]=[C:9]([C:8]3[CH:7]=[C:6]([CH3:15])[C:5]([O:4][CH:1]([CH3:2])[CH3:3])=[C:13]([CH3:14])[CH:12]=3)[O:11][N:25]=2)=[CH:22][C:21]=1[CH3:31])[CH:17]=[CH2:18]. (4) Given the reactants C1(N)C(F)=C(F)C(F)=C(N)C=1F.[ClH:13].Cl.[NH:15]1[C:23]2[C:18](=[CH:19][CH:20]=[CH:21][CH:22]=2)[C:17]([CH2:24][CH2:25][NH:26][CH:27]2[CH2:32][CH2:31][C:30]([C:36]3[CH:45]=[CH:44][C:43]4[C:38](=[CH:39][CH:40]=[CH:41][CH:42]=4)[CH:37]=3)([N:33]([CH3:35])[CH3:34])[CH2:29][CH2:28]2)=[CH:16]1.CN(C)C1(C2C=CC3C(=CC=CC=3)C=2)CCC(=O)CC1.NCCC1C2C(=CC=CC=2)NC=1, predict the reaction product. The product is: [ClH:13].[ClH:13].[NH:15]1[C:23]2[C:18](=[CH:19][CH:20]=[CH:21][CH:22]=2)[C:17]([CH2:24][CH2:25][NH:26][CH:27]2[CH2:32][CH2:31][C:30]([C:36]3[CH:45]=[CH:44][C:43]4[C:38](=[CH:39][CH:40]=[CH:41][CH:42]=4)[CH:37]=3)([N:33]([CH3:35])[CH3:34])[CH2:29][CH2:28]2)=[CH:16]1.